Predict the reactants needed to synthesize the given product. From a dataset of Full USPTO retrosynthesis dataset with 1.9M reactions from patents (1976-2016). (1) Given the product [Si:3]([O:10][CH:11]1[CH2:12][N:13]([CH2:15][C@H:16]([O:27][C:29]2[N:34]=[CH:33][N:32]=[C:31]3[N:35]([C:38]4[CH:43]=[CH:42][CH:41]=[CH:40][C:39]=4[Cl:44])[N:36]=[CH:37][C:30]=23)[C:17]([NH:19][C:20]2[CH:25]=[N:24][C:23]([CH3:26])=[CH:22][N:21]=2)=[O:18])[CH2:14]1)([C:6]([CH3:9])([CH3:8])[CH3:7])([CH3:4])[CH3:5], predict the reactants needed to synthesize it. The reactants are: [H-].[Na+].[Si:3]([O:10][CH:11]1[CH2:14][N:13]([CH2:15][C@H:16]([OH:27])[C:17]([NH:19][C:20]2[CH:25]=[N:24][C:23]([CH3:26])=[CH:22][N:21]=2)=[O:18])[CH2:12]1)([C:6]([CH3:9])([CH3:8])[CH3:7])([CH3:5])[CH3:4].Cl[C:29]1[N:34]=[CH:33][N:32]=[C:31]2[N:35]([C:38]3[CH:43]=[CH:42][CH:41]=[CH:40][C:39]=3[Cl:44])[N:36]=[CH:37][C:30]=12.C(O)(=O)CC(CC(O)=O)(C(O)=O)O. (2) Given the product [CH3:1][CH:2]1[CH2:3][N:4]([C:9]([O:11][C:12]([CH3:15])([CH3:14])[CH3:13])=[O:10])[CH2:5][CH2:6]/[C:7]/1=[N:18]\[O:19][CH3:20], predict the reactants needed to synthesize it. The reactants are: [CH3:1][CH:2]1[C:7](=O)[CH2:6][CH2:5][N:4]([C:9]([O:11][C:12]([CH3:15])([CH3:14])[CH3:13])=[O:10])[CH2:3]1.Cl.C[NH:18][OH:19].[C:20](=O)([O-])O.[Na+].